This data is from Reaction yield outcomes from USPTO patents with 853,638 reactions. The task is: Predict the reaction yield, written as a fraction of the theoretical maximum amount of product (1.0 means a 100% yield; for example, 0.34 means a 34% yield). (1) The reactants are Br[C:2]1[CH:7]=[CH:6][C:5]([CH:8]([OH:13])[C:9]([F:12])([F:11])[F:10])=[CH:4][CH:3]=1.[C:14]1([CH3:23])[CH:19]=[CH:18][CH:17]=[C:16](B(O)O)[CH:15]=1.C([O-])([O-])=O.[K+].[K+].CCO. The catalyst is [Pd].C(Cl)Cl.O. The product is [F:10][C:9]([F:12])([F:11])[CH:8]([C:5]1[CH:6]=[CH:7][CH:2]=[CH:3][C:4]=1[C:16]1[CH:17]=[CH:18][CH:19]=[C:14]([CH3:23])[CH:15]=1)[OH:13]. The yield is 0.720. (2) The reactants are Cl[CH2:2][C:3]1[CH:8]=[CH:7][C:6]([CH:9]=[CH2:10])=[CH:5][CH:4]=1.[C:11]1(=[O:21])[NH:15][C:14](=[O:16])[C:13]2=[CH:17][CH:18]=[CH:19][CH:20]=[C:12]12.[K]. The catalyst is CN(C=O)C.O. The product is [CH:9]([C:6]1[CH:7]=[CH:8][C:3]([CH2:2][N:15]2[C:11](=[O:21])[C:12]3[C:13](=[CH:17][CH:18]=[CH:19][CH:20]=3)[C:14]2=[O:16])=[CH:4][CH:5]=1)=[CH2:10]. The yield is 0.460.